From a dataset of Catalyst prediction with 721,799 reactions and 888 catalyst types from USPTO. Predict which catalyst facilitates the given reaction. (1) Reactant: CC(OI1(OC(C)=O)(OC(C)=O)OC(=O)C2C=CC=CC1=2)=O.[OH:23][C@H:24]1[CH2:34][C@@:33]2([CH3:36])[O:35][C@@:25]31[C@@H:37]1[C@@H:29]([N:30]([C:39]4[CH:46]=[CH:45][C:42]([C:43]#[N:44])=[C:41]([C:47]([F:50])([F:49])[F:48])[CH:40]=4)[C:31](=[O:38])[C@H:32]21)[O:28][CH2:27][CH2:26]3.[O-]S([O-])(=S)=O.[Na+].[Na+].C([O-])([O-])=O.[Na+].[Na+]. Product: [CH3:36][C@:33]12[O:35][C@:25]3([C@@H:37]4[C@@H:29]([N:30]([C:39]5[CH:46]=[CH:45][C:42]([C:43]#[N:44])=[C:41]([C:47]([F:49])([F:50])[F:48])[CH:40]=5)[C:31](=[O:38])[C@H:32]14)[O:28][CH2:27][CH2:26]3)[C:24](=[O:23])[CH2:34]2. The catalyst class is: 76. (2) Reactant: [C:1]1([NH:7][NH2:8])[CH:6]=[CH:5][CH:4]=[CH:3][CH:2]=1.C(Cl)(Cl)(Cl)Cl.C(O[C:17](=[N:21][C:22](=O)[C:23]1[CH:28]=[CH:27][CH:26]=[CH:25][CH:24]=1)[CH2:18][CH2:19][CH3:20])C. Product: [C:1]1([N:7]2[C:22]([C:23]3[CH:28]=[CH:27][CH:26]=[CH:25][CH:24]=3)=[N:21][C:17]([CH2:18][CH2:19][CH3:20])=[N:8]2)[CH:6]=[CH:5][CH:4]=[CH:3][CH:2]=1. The catalyst class is: 6. (3) Reactant: [NH2:1][C:2]1[CH:3]=[C:4]([CH:26]=[CH:27][C:28]=1[N:29]([CH3:31])[CH3:30])[C:5]([NH:7][C:8]1[C:13]([CH3:14])=[CH:12][C:11]([C:15]([F:24])([C:20]([F:23])([F:22])[F:21])[C:16]([F:19])([F:18])[F:17])=[CH:10][C:9]=1[CH3:25])=[O:6].C(=O)(O)[O-].[Na+].[C:37]([C:39]1[CH:47]=[CH:46][C:42]([C:43](Cl)=[O:44])=[CH:41][CH:40]=1)#[N:38]. Product: [C:37]([C:39]1[CH:47]=[CH:46][C:42]([C:43]([NH:1][C:2]2[CH:3]=[C:4]([CH:26]=[CH:27][C:28]=2[N:29]([CH3:31])[CH3:30])[C:5]([NH:7][C:8]2[C:13]([CH3:14])=[CH:12][C:11]([C:15]([F:24])([C:20]([F:21])([F:22])[F:23])[C:16]([F:18])([F:19])[F:17])=[CH:10][C:9]=2[CH3:25])=[O:6])=[O:44])=[CH:41][CH:40]=1)#[N:38]. The catalyst class is: 13. (4) Reactant: CCN(CC)CC.[CH3:8][C:9]1[CH:10]=[N:11][CH:12]=[CH:13][C:14]=1[C:15]([OH:17])=O.CCN=C=NCCCN(C)C.C1C=CC2N(O)N=NC=2C=1.[CH3:39][NH:40][O:41][CH3:42].Cl. Product: [CH3:39][N:40]([O:41][CH3:42])[C:15]([C:14]1[CH:13]=[CH:12][N:11]=[CH:10][C:9]=1[CH3:8])=[O:17]. The catalyst class is: 2. (5) Reactant: O.[S:2]([O-:5])([O-:4])=[O:3].[K+:6].[K+].S(S([O-])=O)([O-])(=O)=O.[K+].[K+].[C:17]([F:26])([O:21][C:22]([F:25])([F:24])[F:23])=[C:18]([F:20])[F:19]. Product: [F:19][C:18]([F:20])([S:2]([O-:5])(=[O:4])=[O:3])[CH:17]([F:26])[O:21][C:22]([F:25])([F:24])[F:23].[K+:6]. The catalyst class is: 6. (6) Reactant: Cl[C:2]1[C:3]2[C:4](=[CH:18][N:19](CC3C=CC(OC)=CC=3)[N:20]=2)[N:5]=[C:6]([C:8]2[CH:17]=[CH:16][C:11]([C:12]([O:14][CH3:15])=[O:13])=[CH:10][CH:9]=2)[N:7]=1.[O:30]1[CH2:35][CH2:34][N:33]([C:36]2[CH:42]=[CH:41][C:39]([NH2:40])=[CH:38][CH:37]=2)[CH2:32][CH2:31]1.Cl. Product: [O:30]1[CH2:31][CH2:32][N:33]([C:36]2[CH:37]=[CH:38][C:39]([NH:40][C:2]3[C:3]4[NH:20][N:19]=[CH:18][C:4]=4[N:5]=[C:6]([C:8]4[CH:17]=[CH:16][C:11]([C:12]([O:14][CH3:15])=[O:13])=[CH:10][CH:9]=4)[N:7]=3)=[CH:41][CH:42]=2)[CH2:34][CH2:35]1. The catalyst class is: 71. (7) Reactant: [NH:1]1[CH2:5][CH2:4][CH2:3][C:2]1=[O:6].C(=O)([O-])[O-].[Cs+].[Cs+].CC1(C)C2C(=C(P(C3C=CC=CC=3)C3C=CC=CC=3)C=CC=2)OC2C(P(C3C=CC=CC=3)C3C=CC=CC=3)=CC=CC1=2.Cl[C:56]1[CH:61]=[CH:60][C:59]([N+:62]([O-:64])=[O:63])=[CH:58][N:57]=1. Product: [N+:62]([C:59]1[CH:60]=[CH:61][C:56]([N:1]2[CH2:5][CH2:4][CH2:3][C:2]2=[O:6])=[N:57][CH:58]=1)([O-:64])=[O:63]. The catalyst class is: 552. (8) Reactant: [Cl:1][C:2]1[C:3]([CH:8]([C:12]2[CH:17]=[CH:16][C:15]([O:18][C:19]3[CH:24]=[CH:23][CH:22]=[CH:21][CH:20]=3)=[CH:14][CH:13]=2)[NH:9][CH:10]=O)=[N:4][CH:5]=[CH:6][N:7]=1.C(N)=O.CN(C=O)C.O=P(Cl)(Cl)Cl.CCOC(C)=O.C(Cl)Cl. Product: [Cl:1][C:2]1[C:3]2[N:4]([CH:10]=[N:9][C:8]=2[C:12]2[CH:17]=[CH:16][C:15]([O:18][C:19]3[CH:24]=[CH:23][CH:22]=[CH:21][CH:20]=3)=[CH:14][CH:13]=2)[CH:5]=[CH:6][N:7]=1. The catalyst class is: 23. (9) Reactant: [F:1][C:2]1[C:3]([C:17]([O:19]C)=[O:18])=[CH:4][C:5]2[N:6]([N:8]=[C:9]([C:11]3[CH:16]=[CH:15][CH:14]=[CH:13][CH:12]=3)[N:10]=2)[CH:7]=1.O.[OH-].[Li+]. Product: [F:1][C:2]1[C:3]([C:17]([OH:19])=[O:18])=[CH:4][C:5]2[N:6]([N:8]=[C:9]([C:11]3[CH:16]=[CH:15][CH:14]=[CH:13][CH:12]=3)[N:10]=2)[CH:7]=1. The catalyst class is: 30.